Task: Regression/Classification. Given a drug SMILES string, predict its toxicity properties. Task type varies by dataset: regression for continuous values (e.g., LD50, hERG inhibition percentage) or binary classification for toxic/non-toxic outcomes (e.g., AMES mutagenicity, cardiotoxicity, hepatotoxicity). Dataset: ames.. Dataset: Ames mutagenicity test results for genotoxicity prediction (1) The compound is CC1CNCC(C)O1. The result is 1 (mutagenic). (2) The result is 1 (mutagenic). The molecule is Oc1cc2c3ccccc3ccc2c2ccccc12. (3) The molecule is O=C1C(=O)c2c(ccc3ccccc23)-c2ccccc21. The result is 0 (non-mutagenic). (4) The molecule is CC(=O)OCN(C)N=O. The result is 1 (mutagenic). (5) The molecule is O=[N+]([O-])c1ccc(N=Nc2c(O)ccc3ccccc23)c(Cl)c1. The result is 1 (mutagenic). (6) The molecule is N[C@@H](CCC(=O)NNc1ccccc1)C(=O)O. The result is 1 (mutagenic).